This data is from Reaction yield outcomes from USPTO patents with 853,638 reactions. The task is: Predict the reaction yield, written as a fraction of the theoretical maximum amount of product (1.0 means a 100% yield; for example, 0.34 means a 34% yield). The reactants are [CH2:1]([NH2:4])[C:2]#[CH:3].[F:5][C:6]([F:17])([F:16])[C:7]1[CH:8]=[C:9]([CH:13]=[CH:14][CH:15]=1)[C:10](Cl)=[O:11]. The catalyst is C(Cl)Cl. The product is [CH2:1]([NH:4][C:10](=[O:11])[C:9]1[CH:13]=[CH:14][CH:15]=[C:7]([C:6]([F:5])([F:16])[F:17])[CH:8]=1)[C:2]#[CH:3]. The yield is 0.960.